The task is: Regression/Classification. Given a drug SMILES string, predict its absorption, distribution, metabolism, or excretion properties. Task type varies by dataset: regression for continuous measurements (e.g., permeability, clearance, half-life) or binary classification for categorical outcomes (e.g., BBB penetration, CYP inhibition). Dataset: cyp2c19_veith.. This data is from CYP2C19 inhibition data for predicting drug metabolism from PubChem BioAssay. The result is 1 (inhibitor). The compound is CCCCNC(=S)NNC(=O)c1csc2c1CCC(C)C2.